Dataset: Forward reaction prediction with 1.9M reactions from USPTO patents (1976-2016). Task: Predict the product of the given reaction. (1) Given the reactants [NH2:1][C:2]1[CH:7]=[C:6]([F:8])[CH:5]=[CH:4][C:3]=1[NH:9][C:10](=[O:18])[C:11]1[CH:16]=[CH:15][C:14](Cl)=[N:13][CH:12]=1.[CH2:19]([NH2:24])[CH2:20][CH2:21][CH2:22][NH2:23], predict the reaction product. The product is: [NH2:1][C:2]1[CH:7]=[C:6]([F:8])[CH:5]=[CH:4][C:3]=1[NH:9][C:10](=[O:18])[C:11]1[CH:16]=[CH:15][C:14]([NH:23][CH2:22][CH2:21][CH2:20][CH2:19][NH2:24])=[N:13][CH:12]=1. (2) Given the reactants C([O-])([O-])=O.[K+].[K+].Cl[CH2:8][C:9]#[C:10][CH2:11][OH:12].[Na+].[I-].[C:15]([O:22][CH3:23])(=[O:21])[CH2:16][CH2:17][CH2:18][C:19]#[CH:20], predict the reaction product. The product is: [CH3:23][O:22][C:15](=[O:21])[CH2:16][CH2:17][CH2:18][C:19]#[C:20][CH2:8][C:9]#[C:10][CH2:11][OH:12].